This data is from Full USPTO retrosynthesis dataset with 1.9M reactions from patents (1976-2016). The task is: Predict the reactants needed to synthesize the given product. Given the product [F:18][C:19]1[N:24]=[CH:23][C:22]([NH:25][C:2]2[N:3]=[C:4]([NH:14][CH:15]([CH3:17])[CH3:16])[N:5]=[C:6]([C:8]3[CH:13]=[CH:12][CH:11]=[CH:10][CH:9]=3)[N:7]=2)=[CH:21][CH:20]=1, predict the reactants needed to synthesize it. The reactants are: Cl[C:2]1[N:7]=[C:6]([C:8]2[CH:13]=[CH:12][CH:11]=[CH:10][CH:9]=2)[N:5]=[C:4]([NH:14][CH:15]([CH3:17])[CH3:16])[N:3]=1.[F:18][C:19]1[N:24]=[CH:23][C:22]([NH2:25])=[CH:21][CH:20]=1.C(O[Na])(C)(C)C.